Dataset: Forward reaction prediction with 1.9M reactions from USPTO patents (1976-2016). Task: Predict the product of the given reaction. (1) Given the reactants [CH3:1][O:2][C:3]1[N:8]=[C:7]([CH3:9])[C:6]([CH:10]([OH:13])[CH2:11][CH3:12])=[CH:5][CH:4]=1.CC(OI1(OC(C)=O)(OC(C)=O)OC(=O)C2C=CC=CC1=2)=O.C([O-])(O)=O.[Na+], predict the reaction product. The product is: [CH3:1][O:2][C:3]1[N:8]=[C:7]([CH3:9])[C:6]([C:10](=[O:13])[CH2:11][CH3:12])=[CH:5][CH:4]=1. (2) Given the reactants [Br:1][C:2]1[CH:3]=[C:4]([CH:6]=[C:7](Br)[CH:8]=1)[NH2:5].[NH:10]1[CH:14]=[CH:13][CH:12]=[N:11]1.C(=O)([O-])[O-].[Cs+].[Cs+], predict the reaction product. The product is: [N:10]1([C:2]2[CH:3]=[C:4]([CH:6]=[C:7]([N:10]3[CH:14]=[CH:13][CH:12]=[N:11]3)[CH:8]=2)[NH2:5])[CH:14]=[CH:13][CH:12]=[N:11]1.[Br:1][C:2]1[CH:3]=[C:4]([CH:6]=[C:7]([N:10]2[CH:14]=[CH:13][CH:12]=[N:11]2)[CH:8]=1)[NH2:5]. (3) Given the reactants C([O:5][C:6](=[O:39])[CH2:7][NH:8][CH2:9][CH2:10][C:11](=[O:38])[N:12]1[C:20]2[C:15](=[CH:16][C:17]([O:21][CH2:22][C:23]3[S:24][C:25]([C:34]([F:37])([F:36])[F:35])=[C:26]([C:28]4[CH:33]=[CH:32][CH:31]=[CH:30][CH:29]=4)[CH:27]=3)=[CH:18][CH:19]=2)[CH2:14][CH2:13]1)(C)(C)C, predict the reaction product. The product is: [O:38]=[C:11]([N:12]1[C:20]2[C:15](=[CH:16][C:17]([O:21][CH2:22][C:23]3[S:24][C:25]([C:34]([F:37])([F:36])[F:35])=[C:26]([C:28]4[CH:29]=[CH:30][CH:31]=[CH:32][CH:33]=4)[CH:27]=3)=[CH:18][CH:19]=2)[CH2:14][CH2:13]1)[CH2:10][CH2:9][NH:8][CH2:7][C:6]([OH:39])=[O:5].